From a dataset of Forward reaction prediction with 1.9M reactions from USPTO patents (1976-2016). Predict the product of the given reaction. (1) Given the reactants [CH2:1]([O:3][C:4]1[CH:5]=[C:6]([NH:13][NH2:14])[N:7]=[N:8][C:9]=1[O:10][CH2:11][CH3:12])[CH3:2].[N:15]#[C:16]Br.C(=O)([O-])[O-].[K+].[K+], predict the reaction product. The product is: [CH2:11]([O:10][C:9]1[C:4]([O:3][CH2:1][CH3:2])=[CH:5][C:6]2[N:7]([C:16]([NH2:15])=[N:14][N:13]=2)[N:8]=1)[CH3:12]. (2) Given the reactants [Cl:1][C:2]1[CH:3]=[C:4]([NH2:11])[C:5](=[CH:9][CH:10]=1)[C:6]([OH:8])=[O:7].CO.[NH3:14], predict the reaction product. The product is: [Cl:1][C:2]1[CH:3]=[C:4]([NH2:11])[C:5](=[CH:9][CH:10]=1)[C:6]([O-:8])=[O:7].[NH4+:14]. (3) Given the reactants [NH2:1][CH2:2][C:3]1[C:8]([CH2:9][CH3:10])=[N:7][C:6]2[N:11]([CH2:14][CH3:15])[N:12]=[CH:13][C:5]=2[C:4]=1[NH:16][CH:17]1[CH2:22][CH2:21][O:20][CH2:19][CH2:18]1.[Cl:23][C:24]1[CH:32]=[C:31]([F:33])[C:30]([S:34](Cl)(=[O:36])=[O:35])=[CH:29][C:25]=1[C:26]([OH:28])=[O:27].CCN(CC)CC, predict the reaction product. The product is: [Cl:23][C:24]1[CH:32]=[C:31]([F:33])[C:30]([S:34]([NH:1][CH2:2][C:3]2[C:4]([NH:16][CH:17]3[CH2:18][CH2:19][O:20][CH2:21][CH2:22]3)=[C:5]3[CH:13]=[N:12][N:11]([CH2:14][CH3:15])[C:6]3=[N:7][C:8]=2[CH2:9][CH3:10])(=[O:36])=[O:35])=[CH:29][C:25]=1[C:26]([OH:28])=[O:27]. (4) Given the reactants [N:1]1[CH:6]=[CH:5][CH:4]=[CH:3][C:2]=1[C:7]1[S:11][C:10]([C:12](Cl)=[O:13])=[CH:9][CH:8]=1.[N-:15]=[N+:16]=[N-:17].[Na+].O, predict the reaction product. The product is: [N:1]1[CH:6]=[CH:5][CH:4]=[CH:3][C:2]=1[C:7]1[S:11][C:10]([C:12]([N:15]=[N+:16]=[N-:17])=[O:13])=[CH:9][CH:8]=1. (5) Given the reactants Br[C:2](Br)=[CH:3][C@H:4]([CH3:16])[CH2:5][CH2:6][CH2:7][CH2:8][O:9][CH:10]1[CH2:15][CH2:14][CH2:13][CH2:12][O:11]1.[Li]CCCC.O, predict the reaction product. The product is: [CH3:16][C@@H:4]([C:3]#[CH:2])[CH2:5][CH2:6][CH2:7][CH2:8][O:9][CH:10]1[CH2:15][CH2:14][CH2:13][CH2:12][O:11]1. (6) Given the reactants Cl[C:2]1[CH:7]=[C:6]([C:8]([C:10]2[CH:11]=[C:12]([NH:35]C(=O)C)[CH:13]=[C:14]([C:16]3[CH:24]=[CH:23][CH:22]=[C:21]4[C:17]=3[CH:18]=[CH:19][N:20]4[Si](C(C)C)(C(C)C)C(C)C)[CH:15]=2)=[O:9])[CH:5]=[CH:4][N:3]=1.[CH3:39][O-:40].[Na+], predict the reaction product. The product is: [NH2:35][C:12]1[CH:11]=[C:10]([C:8]([C:6]2[CH:5]=[CH:4][N:3]=[C:2]([O:40][CH3:39])[CH:7]=2)=[O:9])[CH:15]=[C:14]([C:16]2[CH:24]=[CH:23][CH:22]=[C:21]3[C:17]=2[CH:18]=[CH:19][NH:20]3)[CH:13]=1.